From a dataset of Reaction yield outcomes from USPTO patents with 853,638 reactions. Predict the reaction yield, written as a fraction of the theoretical maximum amount of product (1.0 means a 100% yield; for example, 0.34 means a 34% yield). (1) The reactants are [OH-].[K+].CO.[CH3:5][O:6][C@:7]1([C:19]2[S:20][C:21]([C:24]3[CH:29]=[C:28]([NH:30][C:31]4[N:36]=[C:35]([C:37]([F:40])([F:39])[F:38])[CH:34]=[CH:33][N:32]=4)[CH:27]=[C:26]([CH3:41])[CH:25]=3)=[CH:22][N:23]=2)[CH2:12][CH2:11][C@H:10]([C:13]([O:15]C)=[O:14])[C:9]([CH3:18])([CH3:17])[CH2:8]1. No catalyst specified. The product is [CH3:5][O:6][C@:7]1([C:19]2[S:20][C:21]([C:24]3[CH:29]=[C:28]([NH:30][C:31]4[N:36]=[C:35]([C:37]([F:38])([F:39])[F:40])[CH:34]=[CH:33][N:32]=4)[CH:27]=[C:26]([CH3:41])[CH:25]=3)=[CH:22][N:23]=2)[CH2:12][CH2:11][C@H:10]([C:13]([OH:15])=[O:14])[C:9]([CH3:18])([CH3:17])[CH2:8]1. The yield is 0.790. (2) The reactants are [CH2:1]([N:8]1[CH2:14][CH2:13][CH2:12][O:11][CH:10]([CH2:15][C:16]2[CH:21]=[CH:20][C:19]([F:22])=[CH:18][CH:17]=2)[C:9]1=O)[C:2]1[CH:7]=[CH:6][CH:5]=[CH:4][CH:3]=1.[H-].[H-].[H-].[H-].[Li+].[Al+3]. The catalyst is C1COCC1. The product is [CH2:1]([N:8]1[CH2:14][CH2:13][CH2:12][O:11][CH:10]([CH2:15][C:16]2[CH:17]=[CH:18][C:19]([F:22])=[CH:20][CH:21]=2)[CH2:9]1)[C:2]1[CH:3]=[CH:4][CH:5]=[CH:6][CH:7]=1. The yield is 0.890.